From a dataset of Catalyst prediction with 721,799 reactions and 888 catalyst types from USPTO. Predict which catalyst facilitates the given reaction. Reactant: [NH2:1][C:2]1[CH:9]=[CH:8][C:5]([CH:6]=O)=[CH:4][CH:3]=1.[C:10]([CH2:12][C:13]([O:15][CH2:16][CH:17]([CH2:22][CH3:23])[CH2:18][CH2:19][CH2:20][CH3:21])=[O:14])#[N:11].C(NCC)C.C(O)(=O)C. Product: [NH2:1][C:2]1[CH:9]=[CH:8][C:5]([CH:6]=[C:12]([C:10]#[N:11])[C:13]([O:15][CH2:16][CH:17]([CH2:22][CH3:23])[CH2:18][CH2:19][CH2:20][CH3:21])=[O:14])=[CH:4][CH:3]=1. The catalyst class is: 619.